Predict the product of the given reaction. From a dataset of Forward reaction prediction with 1.9M reactions from USPTO patents (1976-2016). Given the reactants [CH3:1][O:2][C:3]1[CH:8]=[C:7]([CH3:9])[C:6]([S:10]([N:13]([CH2:15][C:16]2[O:20][CH:19]=[C:18]([C:21](O)=[O:22])[CH:17]=2)[CH3:14])(=[O:12])=[O:11])=[C:5]([CH3:24])[CH:4]=1.C1N=CN(C(N2C=NC=C2)=O)C=1.[N:37]1([CH2:42][C:43]2[CH:44]=[C:45]([CH2:49][NH2:50])[CH:46]=[CH:47][CH:48]=2)[CH2:41][CH2:40][CH2:39][CH2:38]1.CCN(C(C)C)C(C)C, predict the reaction product. The product is: [CH3:1][O:2][C:3]1[CH:8]=[C:7]([CH3:9])[C:6]([S:10]([N:13]([CH2:15][C:16]2[O:20][CH:19]=[C:18]([C:21]([NH:50][CH2:49][C:45]3[CH:46]=[CH:47][CH:48]=[C:43]([CH2:42][N:37]4[CH2:41][CH2:40][CH2:39][CH2:38]4)[CH:44]=3)=[O:22])[CH:17]=2)[CH3:14])(=[O:12])=[O:11])=[C:5]([CH3:24])[CH:4]=1.